From a dataset of Peptide-MHC class I binding affinity with 185,985 pairs from IEDB/IMGT. Regression. Given a peptide amino acid sequence and an MHC pseudo amino acid sequence, predict their binding affinity value. This is MHC class I binding data. (1) The peptide sequence is VTDSQYALGI. The MHC is HLA-A02:06 with pseudo-sequence HLA-A02:06. The binding affinity (normalized) is 0.0556. (2) The peptide sequence is GPGAGSLQPLA. The MHC is HLA-A11:01 with pseudo-sequence HLA-A11:01. The binding affinity (normalized) is 0.0671. (3) The binding affinity (normalized) is 0.400. The MHC is HLA-B44:03 with pseudo-sequence HLA-B44:03. The peptide sequence is IEYSDFATSA. (4) The peptide sequence is SESRLVNQI. The MHC is H-2-Kk with pseudo-sequence H-2-Kk. The binding affinity (normalized) is 0.938. (5) The peptide sequence is RRSRPSGD. The MHC is HLA-B27:05 with pseudo-sequence HLA-B27:05. The binding affinity (normalized) is 0.0700. (6) The peptide sequence is KSLYNTIATLY. The MHC is HLA-A02:06 with pseudo-sequence HLA-A02:06. The binding affinity (normalized) is 0.297. (7) The peptide sequence is NVHRSQFAQ. The MHC is HLA-B08:01 with pseudo-sequence HLA-B08:01. The binding affinity (normalized) is 0.0847. (8) The binding affinity (normalized) is 0.582. The MHC is HLA-A30:01 with pseudo-sequence HLA-A30:01. The peptide sequence is KNKIPFLLL. (9) The peptide sequence is LPPVVAKEI. The MHC is HLA-A33:01 with pseudo-sequence HLA-A33:01. The binding affinity (normalized) is 0.